From a dataset of Forward reaction prediction with 1.9M reactions from USPTO patents (1976-2016). Predict the product of the given reaction. (1) Given the reactants [NH:1]1[CH2:5][CH2:4][CH:3]([OH:6])[CH2:2]1.Cl[C:8]([O:10][CH2:11][C:12]1[CH:17]=[CH:16][C:15]([N+:18]([O-:20])=[O:19])=[CH:14][CH:13]=1)=[O:9], predict the reaction product. The product is: [OH:6][CH:3]1[CH2:4][CH2:5][N:1]([C:8]([O:10][CH2:11][C:12]2[CH:13]=[CH:14][C:15]([N+:18]([O-:20])=[O:19])=[CH:16][CH:17]=2)=[O:9])[CH2:2]1. (2) The product is: [CH3:9][CH2:10][O:11][Si:12]([C:15]([CH3:18])([CH3:17])[CH3:16])([CH3:14])[CH3:13].[NH:1]1[CH:5]=[CH:4][CH:3]=[C:2]1[CH:6]=[O:7]. Given the reactants [NH:1]1[CH:5]=[CH:4][CH:3]=[C:2]1[CH:6]=[O:7].Br[CH2:9][CH2:10][O:11][Si:12]([C:15]([CH3:18])([CH3:17])[CH3:16])([CH3:14])[CH3:13], predict the reaction product. (3) The product is: [C:1]([O:5][C:6](=[O:20])[CH2:7][O:8][C:9]1[CH:14]=[CH:13][C:12]([S:15][CH2:16][C:17]#[C:18][C:22]2[CH:27]=[CH:26][CH:25]=[C:24]([C:28]([F:31])([F:30])[F:29])[CH:23]=2)=[CH:11][C:10]=1[CH3:19])([CH3:4])([CH3:3])[CH3:2]. Given the reactants [C:1]([O:5][C:6](=[O:20])[CH2:7][O:8][C:9]1[CH:14]=[CH:13][C:12]([S:15][CH2:16][C:17]#[CH:18])=[CH:11][C:10]=1[CH3:19])([CH3:4])([CH3:3])[CH3:2].I[C:22]1[CH:27]=[CH:26][CH:25]=[C:24]([C:28]([F:31])([F:30])[F:29])[CH:23]=1, predict the reaction product. (4) Given the reactants [Cl:1][C:2]1[CH:10]=[C:9]2[C:5]([CH2:6][C:7](=[O:11])[NH:8]2)=[CH:4][CH:3]=1.[F:12][C:13]1[CH:14]=[C:15]([CH:18]=[CH:19][CH:20]=1)[CH:16]=O, predict the reaction product. The product is: [Cl:1][C:2]1[CH:10]=[C:9]2[C:5]([C:6](=[CH:16][C:15]3[CH:18]=[CH:19][CH:20]=[C:13]([F:12])[CH:14]=3)[C:7](=[O:11])[NH:8]2)=[CH:4][CH:3]=1. (5) The product is: [CH:66]1([C@H:64]([NH:63][C:38]2[C:39]3[N:44]([CH2:45][C:46]4[CH:47]=[CH:48][C:49]([C:52]([F:54])([F:55])[F:53])=[CH:50][CH:51]=4)[C:43]([C:56]4[CH:57]=[C:58]([CH3:62])[CH:59]=[CH:60][CH:61]=4)=[CH:42][C:40]=3[N:41]=[C:36]([C:71]#[N:73])[N:37]=2)[CH3:65])[CH2:69][CH2:68][CH2:67]1. Given the reactants C1(P(C2CCCCC2)C2C=CC=CC=2C2C(C(C)C)=CC(C(C)C)=CC=2C(C)C)CCCCC1.Cl[C:36]1[N:37]=[C:38]([NH:63][C@@H:64]([CH:66]2[CH2:69][CH2:68][CH2:67]2)[CH3:65])[C:39]2[N:44]([CH2:45][C:46]3[CH:51]=[CH:50][C:49]([C:52]([F:55])([F:54])[F:53])=[CH:48][CH:47]=3)[C:43]([C:56]3[CH:57]=[C:58]([CH3:62])[CH:59]=[CH:60][CH:61]=3)=[CH:42][C:40]=2[N:41]=1.C[C:71]([N:73](C)C)=O, predict the reaction product. (6) The product is: [CH3:11][N:13]1[CH2:14][CH2:15][CH:16]([N:19]2[CH:23]=[C:22]([C:24]([OH:26])=[O:25])[CH:21]=[N:20]2)[CH2:17][CH2:18]1. Given the reactants [OH-].[K+].CO.O.C(O[C:11]([N:13]1[CH2:18][CH2:17][CH:16]([N:19]2[CH:23]=[C:22]([C:24]([O:26]CC)=[O:25])[CH:21]=[N:20]2)[CH2:15][CH2:14]1)=O)(C)(C)C.C(O)(C(F)(F)F)=O.C([O-])(O)=O.[Na+].C=O.O.C(O[BH-](OC(=O)C)OC(=O)C)(=O)C.[Na+], predict the reaction product.